Task: Predict the product of the given reaction.. Dataset: Forward reaction prediction with 1.9M reactions from USPTO patents (1976-2016) Given the reactants [Br:1][C:2]1[CH:3]=[CH:4][C:5](F)=[C:6]([CH:9]=1)[CH:7]=[O:8].[CH3:11][NH:12][CH2:13][CH2:14][CH3:15].C(=O)([O-])[O-].[Na+].[Na+], predict the reaction product. The product is: [Br:1][C:2]1[CH:3]=[CH:4][C:5]([N:12]([CH3:11])[CH2:13][CH2:14][CH3:15])=[C:6]([CH:9]=1)[CH:7]=[O:8].